The task is: Regression. Given two drug SMILES strings and cell line genomic features, predict the synergy score measuring deviation from expected non-interaction effect.. This data is from NCI-60 drug combinations with 297,098 pairs across 59 cell lines. Drug 1: CCC(=C(C1=CC=CC=C1)C2=CC=C(C=C2)OCCN(C)C)C3=CC=CC=C3.C(C(=O)O)C(CC(=O)O)(C(=O)O)O. Drug 2: B(C(CC(C)C)NC(=O)C(CC1=CC=CC=C1)NC(=O)C2=NC=CN=C2)(O)O. Cell line: HOP-62. Synergy scores: CSS=47.9, Synergy_ZIP=3.84, Synergy_Bliss=4.01, Synergy_Loewe=-34.6, Synergy_HSA=2.07.